This data is from Catalyst prediction with 721,799 reactions and 888 catalyst types from USPTO. The task is: Predict which catalyst facilitates the given reaction. (1) Reactant: C(OC([N:8]1[CH2:13][CH2:12][N:11]([C:14]2[CH:15]=[CH:16][C:17]3[S:21][C:20]([CH3:22])=[N:19][C:18]=3[CH:23]=2)[CH2:10][CH2:9]1)=O)(C)(C)C.[ClH:24]. Product: [ClH:24].[CH3:22][C:20]1[S:21][C:17]2[CH:16]=[CH:15][C:14]([N:11]3[CH2:10][CH2:9][NH:8][CH2:13][CH2:12]3)=[CH:23][C:18]=2[N:19]=1. The catalyst class is: 12. (2) Reactant: [CH3:1][C:2]1[CH:3]=[C:4](B(O)O)[CH:5]=[C:6]([CH3:8])[CH:7]=1.C(=O)([O-])[O-].[Cs+].[Cs+].P(C(C)(C)C)(C(C)(C)C)C(C)(C)C.Br[C:32]1[C:40]([CH3:41])=[CH:39][CH:38]=[C:37]2[C:33]=1[CH:34]=[C:35]([CH3:42])[CH2:36]2. Product: [CH3:42][C:35]1[CH2:36][C:37]2[C:33]([CH:34]=1)=[C:32]([C:4]1[CH:5]=[C:6]([CH3:8])[CH:7]=[C:2]([CH3:1])[CH:3]=1)[C:40]([CH3:41])=[CH:39][CH:38]=2. The catalyst class is: 62. (3) Reactant: [Cl:1][C:2]1[CH:3]=[C:4]2[C:9](=[CH:10][C:11]=1[OH:12])[O:8][CH:7]=[C:6]([C:13]1[CH:18]=[CH:17][CH:16]=[C:15]([O:19][CH2:20][CH2:21][F:22])[CH:14]=1)[C:5]2=O.O.[NH2:25][NH2:26]. Product: [Cl:1][C:2]1[CH:3]=[C:4]([C:5]2[C:6]([C:13]3[CH:18]=[CH:17][CH:16]=[C:15]([O:19][CH2:20][CH2:21][F:22])[CH:14]=3)=[CH:7][NH:26][N:25]=2)[C:9]([OH:8])=[CH:10][C:11]=1[OH:12]. The catalyst class is: 8. (4) Reactant: I[C:2]1[CH:7]=[C:6]([CH3:8])[CH:5]=[C:4]([CH3:9])[C:3]=1[I:10].C([Mg]Cl)(C)C.[B:16](OC(C)C)([O:21]C(C)C)[O:17]C(C)C.[NH4+].[Cl-]. Product: [I:10][C:3]1[C:4]([CH3:9])=[CH:5][C:6]([CH3:8])=[CH:7][C:2]=1[B:16]([OH:21])[OH:17]. The catalyst class is: 116. (5) Reactant: [O:1]1[CH2:6][CH:5]=[C:4]([C:7]2[CH:8]=[C:9]([C:14]3[N:19]=[C:18]([CH3:20])[N:17]=[C:16]([N:21]([CH2:31][C:32]4[CH:37]=[CH:36][C:35]([O:38][CH3:39])=[CH:34][CH:33]=4)[CH2:22][C:23]4[CH:28]=[CH:27][C:26]([O:29][CH3:30])=[CH:25][CH:24]=4)[N:15]=3)[C:10]([F:13])=[N:11][CH:12]=2)[CH2:3][CH2:2]1. Product: [F:13][C:10]1[C:9]([C:14]2[N:19]=[C:18]([CH3:20])[N:17]=[C:16]([N:21]([CH2:22][C:23]3[CH:28]=[CH:27][C:26]([O:29][CH3:30])=[CH:25][CH:24]=3)[CH2:31][C:32]3[CH:37]=[CH:36][C:35]([O:38][CH3:39])=[CH:34][CH:33]=3)[N:15]=2)=[CH:8][C:7]([CH:4]2[CH2:5][CH2:6][O:1][CH2:2][CH2:3]2)=[CH:12][N:11]=1. The catalyst class is: 833.